Predict the product of the given reaction. From a dataset of Forward reaction prediction with 1.9M reactions from USPTO patents (1976-2016). (1) Given the reactants Br[C:2]1[N:3]=[C:4]2[C:10]([C:11]([NH:13][C:14]([CH3:18])([CH3:17])[CH2:15][OH:16])=[O:12])=[CH:9][N:8]([CH2:19][O:20][CH2:21][CH2:22][Si:23]([CH3:26])([CH3:25])[CH3:24])[C:5]2=[N:6][CH:7]=1.[I-].[Na+].CN[C@@H]1CCCC[C@H]1NC.[Cl:39][C:40]1[CH:41]=[C:42]2[C:46](=[CH:47][CH:48]=1)[NH:45][N:44]=[C:43]2[CH3:49].[O-]P([O-])([O-])=O.[K+].[K+].[K+], predict the reaction product. The product is: [Cl:39][C:40]1[CH:41]=[C:42]2[C:46](=[CH:47][CH:48]=1)[N:45]([C:2]1[N:3]=[C:4]3[C:10]([C:11]([NH:13][C:14]([CH3:18])([CH3:17])[CH2:15][OH:16])=[O:12])=[CH:9][N:8]([CH2:19][O:20][CH2:21][CH2:22][Si:23]([CH3:26])([CH3:25])[CH3:24])[C:5]3=[N:6][CH:7]=1)[N:44]=[C:43]2[CH3:49]. (2) Given the reactants Br[C:2]1[CH:11]=[CH:10][C:5]([C:6]([O:8][CH3:9])=[O:7])=[CH:4][C:3]=1[O:12][CH3:13].CC1(C)C(C)(C)OB([C:22]2[CH:23]=[N:24][N:25](C(OC(C)(C)C)=O)[CH:26]=2)O1.P([O-])([O-])([O-])=O.[K+].[K+].[K+], predict the reaction product. The product is: [CH3:13][O:12][C:3]1[CH:4]=[C:5]([CH:10]=[CH:11][C:2]=1[C:22]1[CH:23]=[N:24][NH:25][CH:26]=1)[C:6]([O:8][CH3:9])=[O:7]. (3) Given the reactants [CH:1]([C:3]1[NH:7][C:6]([CH3:8])=[C:5]([C:9]([OH:11])=O)[C:4]=1[CH3:12])=[O:2].[CH3:13][C@H:14]1[CH2:19][NH:18][CH2:17][C@@H:16]([CH3:20])[NH:15]1, predict the reaction product. The product is: [CH3:12][C:4]1[C:5]([C:9]([N:18]2[CH2:17][C@H:16]([CH3:20])[NH:15][C@H:14]([CH3:13])[CH2:19]2)=[O:11])=[C:6]([CH3:8])[NH:7][C:3]=1[CH:1]=[O:2]. (4) Given the reactants CN(C(ON1N=NC2C=CC=NC1=2)=[N+](C)C)C.F[P-](F)(F)(F)(F)F.C(N(CC)C(C)C)(C)C.[Cl:34][C:35]1[CH:40]=[CH:39][CH:38]=[C:37]([Cl:41])[C:36]=1[NH:42][C:43]([NH:45][C:46]1[C:47]([C:56](O)=[O:57])=[CH:48][C:49]2[C:54]([CH:55]=1)=[CH:53][CH:52]=[CH:51][CH:50]=2)=[O:44].[NH2:59][C:60]1[C:61]([C:65]([O:67][CH3:68])=[O:66])=[CH:62][S:63][CH:64]=1.C([O-])(O)=O.[Na+], predict the reaction product. The product is: [Cl:34][C:35]1[CH:40]=[CH:39][CH:38]=[C:37]([Cl:41])[C:36]=1[NH:42][C:43]([NH:45][C:46]1[C:47]([C:56]([NH:59][C:60]2[C:61]([C:65]([O:67][CH3:68])=[O:66])=[CH:62][S:63][CH:64]=2)=[O:57])=[CH:48][C:49]2[C:54]([CH:55]=1)=[CH:53][CH:52]=[CH:51][CH:50]=2)=[O:44]. (5) Given the reactants [CH2:1]([O:8][C:9]1[C:14]([N+:15]([O-:17])=[O:16])=[CH:13][N:12]=[C:11](Cl)[N:10]=1)[C:2]1[CH:7]=[CH:6][CH:5]=[CH:4][CH:3]=1.[OH:19][CH2:20][C@@H:21]([NH:23][C:24](=[O:30])[O:25][C:26]([CH3:29])([CH3:28])[CH3:27])[CH3:22].P([O-])([O-])([O-])=O.[K+].[K+].[K+].C(#N)CC, predict the reaction product. The product is: [CH2:1]([O:8][C:9]1[C:14]([N+:15]([O-:17])=[O:16])=[CH:13][N:12]=[C:11]([O:19][CH2:20][C@@H:21]([NH:23][C:24](=[O:30])[O:25][C:26]([CH3:29])([CH3:28])[CH3:27])[CH3:22])[N:10]=1)[C:2]1[CH:7]=[CH:6][CH:5]=[CH:4][CH:3]=1. (6) Given the reactants Br[CH2:2][C:3]1[N:4]([C:25]2[CH:30]=[CH:29][CH:28]=[C:27]([C:31]([F:34])([F:33])[F:32])[CH:26]=2)[C:5]2[N:6]([N:22]=[N:23][N:24]=2)[CH:7]([C:14]2[CH:19]=[CH:18][C:17]([C:20]#[N:21])=[CH:16][CH:15]=2)[C:8]=1[C:9](OCC)=[O:10].[CH3:35][O:36][CH2:37][CH2:38][NH2:39], predict the reaction product. The product is: [CH3:35][O:36][CH2:37][CH2:38][N:39]1[C:9](=[O:10])[C:8]2[CH:7]([C:14]3[CH:19]=[CH:18][C:17]([C:20]#[N:21])=[CH:16][CH:15]=3)[N:6]3[N:22]=[N:23][N:24]=[C:5]3[N:4]([C:25]3[CH:30]=[CH:29][CH:28]=[C:27]([C:31]([F:33])([F:34])[F:32])[CH:26]=3)[C:3]=2[CH2:2]1. (7) Given the reactants [CH3:1][N:2]([CH:28]1[CH2:33][CH2:32][N:31]([CH3:34])[CH2:30][CH2:29]1)[C:3]1[N:11]=[C:10]2[C:6]([N:7]=[CH:8][N:9]2[CH:12]2[CH2:17]CCCO2)=[C:5]([NH:18][C:19]2[CH:24]=[CH:23][C:22]([C:25](=[O:27])[CH3:26])=[CH:21][CH:20]=2)[N:4]=1.C(O)(C(F)(F)F)=O.P([O-])([O-])([O-])=O.[K+].[K+].[K+].CNCCNC.I[C:57]1[S:58]C=C[N:61]=1, predict the reaction product. The product is: [CH3:1][N:2]([CH:28]1[CH2:33][CH2:32][N:31]([CH3:34])[CH2:30][CH2:29]1)[C:3]1[N:11]=[C:10]2[C:6]([N:7]=[CH:8][N:9]2[C:12]2[N:61]=[CH:57][S:58][CH:17]=2)=[C:5]([NH:18][C:19]2[CH:24]=[CH:23][C:22]([C:25](=[O:27])[CH3:26])=[CH:21][CH:20]=2)[N:4]=1. (8) Given the reactants [Cl:1][C:2]1[CH:3]=[C:4]([CH:12]=[CH:13][C:14]=1[Cl:15])[O:5][CH:6]1[CH2:11][CH2:10][NH:9][CH2:8][CH2:7]1.Br[CH2:17][CH2:18][CH:19]1[CH2:21][O:20]1.C(=O)([O-])[O-].[K+].[K+], predict the reaction product. The product is: [Cl:1][C:2]1[CH:3]=[C:4]([CH:12]=[CH:13][C:14]=1[Cl:15])[O:5][CH:6]1[CH2:11][CH2:10][N:9]([CH2:17][CH2:18][CH:19]2[CH2:21][O:20]2)[CH2:8][CH2:7]1.